From a dataset of Forward reaction prediction with 1.9M reactions from USPTO patents (1976-2016). Predict the product of the given reaction. (1) The product is: [NH2:8][C:7]1[CH:6]=[CH:5][C:4]([CH2:11][C:12]([O:14][CH3:15])=[O:13])=[CH:3][C:2]=1[OH:1]. Given the reactants [OH:1][C:2]1[CH:3]=[C:4]([CH2:11][C:12]([O:14][CH3:15])=[O:13])[CH:5]=[CH:6][C:7]=1[N+:8]([O-])=O, predict the reaction product. (2) Given the reactants [OH:1][CH:2]([C:25]1[CH:30]=[CH:29][N:28]=[CH:27][CH:26]=1)[CH:3]([C:7]1[CH:12]=[CH:11][C:10]([O:13][CH2:14][C:15]2[CH:24]=[CH:23][C:22]3[C:17](=[CH:18][CH:19]=[CH:20][CH:21]=3)[N:16]=2)=[CH:9][CH:8]=1)[C:4]([O-:6])=[O:5].[CH3:31]C(OI1(OC(C)=O)(OC(C)=O)OC(=O)C2C=CC=CC1=2)=O, predict the reaction product. The product is: [O:1]=[C:2]([C:25]1[CH:30]=[CH:29][N:28]=[CH:27][CH:26]=1)[CH:3]([C:7]1[CH:8]=[CH:9][C:10]([O:13][CH2:14][C:15]2[CH:24]=[CH:23][C:22]3[C:17](=[CH:18][CH:19]=[CH:20][CH:21]=3)[N:16]=2)=[CH:11][CH:12]=1)[C:4]([O:6][CH3:31])=[O:5]. (3) The product is: [S:1]1[C:5]2[CH:6]=[CH:7][CH:8]=[CH:9][C:4]=2[CH:3]=[C:2]1[C:14]1[CH:19]=[CH:18][N:17]=[C:16]2[N:20]([CH2:23][O:24][CH2:25][CH2:26][Si:27]([CH3:30])([CH3:29])[CH3:28])[CH:21]=[CH:22][C:15]=12. Given the reactants [S:1]1[C:5]2[CH:6]=[CH:7][CH:8]=[CH:9][C:4]=2[CH:3]=[C:2]1B(O)O.Br[C:14]1[CH:19]=[CH:18][N:17]=[C:16]2[N:20]([CH2:23][O:24][CH2:25][CH2:26][Si:27]([CH3:30])([CH3:29])[CH3:28])[CH:21]=[CH:22][C:15]=12.C1(C)C=CC=CC=1.C(O)C.C(=O)([O-])[O-].[K+].[K+], predict the reaction product. (4) Given the reactants FC(F)(F)C(O)=O.[CH2:8]([NH:12][C:13]1[N:21]=[C:20]2[C:16]([N:17]=[C:18]([O:22][CH3:23])[NH:19]2)=[C:15]([NH2:24])[N:14]=1)[CH2:9][CH2:10][CH3:11].C(=O)([O-])[O-].[K+].[K+].CS(O[CH2:36][CH2:37][CH2:38][CH:39]1[CH2:44][CH2:43][CH2:42][O:41][CH2:40]1)(=O)=O, predict the reaction product. The product is: [CH2:8]([NH:12][C:13]1[N:21]=[C:20]2[C:16]([N:17]=[C:18]([O:22][CH3:23])[N:19]2[CH2:36][CH2:37][CH2:38][CH:39]2[CH2:44][CH2:43][CH2:42][O:41][CH2:40]2)=[C:15]([NH2:24])[N:14]=1)[CH2:9][CH2:10][CH3:11]. (5) Given the reactants [CH3:1][N:2]([C:7]1[CH:12]=[CH:11][CH:10]=[CH:9][C:8]=1[CH2:13][NH:14][C:15]1[C:20]2[C:21](I)=[N:22][N:23](COCC[Si](C)(C)C)[C:19]=2[CH:18]=[C:17]([C:33]2[CH:38]=[C:37]([F:39])[C:36]([O:40]COCC[Si](C)(C)C)=[CH:35][C:34]=2[CH2:49][C:50]([F:53])([F:52])[F:51])[N:16]=1)[S:3]([CH3:6])(=[O:5])=[O:4].[NH:54]1[CH:58]=[CH:57][CH:56]=[N:55]1, predict the reaction product. The product is: [F:39][C:37]1[C:36]([OH:40])=[CH:35][C:34]([CH2:49][C:50]([F:52])([F:51])[F:53])=[C:33]([C:17]2[N:16]=[C:15]([NH:14][CH2:13][C:8]3[CH:9]=[CH:10][CH:11]=[CH:12][C:7]=3[N:2]([CH3:1])[S:3]([CH3:6])(=[O:4])=[O:5])[C:20]3[C:21]([N:54]4[CH:58]=[CH:57][CH:56]=[N:55]4)=[N:22][NH:23][C:19]=3[CH:18]=2)[CH:38]=1. (6) Given the reactants Cl.[Br:2][C:3]1[CH:4]=[CH:5][C:6]([O:9][C:10]2[CH:11]=[C:12]([C@@H:16]3[CH2:20][C:19]4([CH2:25][CH2:24][NH:23][CH2:22][CH2:21]4)[O:18][CH2:17]3)[CH:13]=[CH:14][CH:15]=2)=[N:7][CH:8]=1.[N:26]1[CH:31]=[CH:30][CH:29]=[C:28]([NH:32][C:33](=O)[O:34]C2C=CC=CC=2)[N:27]=1.CCN(C(C)C)C(C)C, predict the reaction product. The product is: [Br:2][C:3]1[CH:4]=[CH:5][C:6]([O:9][C:10]2[CH:11]=[C:12]([C@@H:16]3[CH2:20][C:19]4([CH2:25][CH2:24][N:23]([C:33]([NH:32][C:28]5[N:27]=[N:26][CH:31]=[CH:30][CH:29]=5)=[O:34])[CH2:22][CH2:21]4)[O:18][CH2:17]3)[CH:13]=[CH:14][CH:15]=2)=[N:7][CH:8]=1. (7) Given the reactants C[O:2][C:3](=[O:23])[C:4]1[CH:9]=[C:8]([N:10]2[CH2:14][CH2:13][CH2:12][C:11]2=[O:15])[CH:7]=[C:6]([N:16]2[CH2:21][CH2:20][N:19]([CH3:22])[CH2:18][CH2:17]2)[CH:5]=1.[OH-].[Na+], predict the reaction product. The product is: [CH3:22][N:19]1[CH2:20][CH2:21][N:16]([C:6]2[CH:5]=[C:4]([CH:9]=[C:8]([N:10]3[CH2:14][CH2:13][CH2:12][C:11]3=[O:15])[CH:7]=2)[C:3]([OH:23])=[O:2])[CH2:17][CH2:18]1.